Predict the reaction yield, written as a fraction of the theoretical maximum amount of product (1.0 means a 100% yield; for example, 0.34 means a 34% yield). From a dataset of Reaction yield outcomes from USPTO patents with 853,638 reactions. (1) The yield is 0.920. The reactants are [CH3:1][C:2]1[O:6][C:5]([C:7]2[CH:12]=[CH:11][CH:10]=[CH:9][CH:8]=2)=[N:4][C:3]=1[CH2:13][O:14][C:15]1[CH:23]=[CH:22][C:18]([CH2:19][O:20][NH2:21])=[CH:17][CH:16]=1.O=[C:25]([C:33]1[CH:38]=[CH:37][N:36]=[CH:35][CH:34]=1)[CH2:26][CH2:27][C:28]([O:30][CH2:31][CH3:32])=[O:29].C(O)(=O)C.C([O-])(=O)C.[Na+]. The product is [CH3:1][C:2]1[O:6][C:5]([C:7]2[CH:8]=[CH:9][CH:10]=[CH:11][CH:12]=2)=[N:4][C:3]=1[CH2:13][O:14][C:15]1[CH:16]=[CH:17][C:18]([CH2:19][O:20][N:21]=[C:25]([C:33]2[CH:38]=[CH:37][N:36]=[CH:35][CH:34]=2)[CH2:26][CH2:27][C:28]([O:30][CH2:31][CH3:32])=[O:29])=[CH:22][CH:23]=1. The catalyst is C(OCC)(=O)C.CCCCCC.O.C(O)C. (2) The reactants are C([Si](C(C)C)(C(C)C)[N:5]1[CH:9]=[CH:8][C:7](/[CH:10]=[CH:11]/[C:12]([O:14][CH2:15][CH2:16][CH2:17][CH3:18])=[O:13])=[CH:6]1)(C)C.O.O.O.[F-].C([N+](CCCC)(CCCC)CCCC)CCC. The catalyst is C1COCC1.CCOC(C)=O. The product is [NH:5]1[CH:9]=[CH:8][C:7](/[CH:10]=[CH:11]/[C:12]([O:14][CH2:15][CH2:16][CH2:17][CH3:18])=[O:13])=[CH:6]1. The yield is 0.720. (3) The reactants are [CH2:1]([O:8][C:9]1[CH:10]=[C:11]2[C:16](=[CH:17][CH:18]=1)[C:15](=[O:19])[N:14]([CH2:20][CH:21]([CH3:23])[CH3:22])[C:13]([CH2:24]O)=[C:12]2[C:26]1[CH:31]=[CH:30][CH:29]=[CH:28][C:27]=1[F:32])[C:2]1[CH:7]=[CH:6][CH:5]=[CH:4][CH:3]=1.S(Cl)([Cl:35])=O.C(=O)([O-])O.[Na+]. The catalyst is C1(C)C=CC=CC=1. The product is [CH2:1]([O:8][C:9]1[CH:10]=[C:11]2[C:16](=[CH:17][CH:18]=1)[C:15](=[O:19])[N:14]([CH2:20][CH:21]([CH3:23])[CH3:22])[C:13]([CH2:24][Cl:35])=[C:12]2[C:26]1[CH:31]=[CH:30][CH:29]=[CH:28][C:27]=1[F:32])[C:2]1[CH:7]=[CH:6][CH:5]=[CH:4][CH:3]=1. The yield is 0.953. (4) The reactants are Br[C:2]1[C:3]([F:11])=[CH:4][C:5]([F:10])=[C:6]([CH:9]=1)[CH2:7][NH2:8].[N:12]1[CH:17]=[CH:16][C:15](B(O)O)=[CH:14][CH:13]=1.C(=O)(O)[O-].[Na+]. The catalyst is C(O)(C)C.O. The product is [F:10][C:5]1[CH:4]=[C:3]([F:11])[C:2]([C:15]2[CH:16]=[CH:17][N:12]=[CH:13][CH:14]=2)=[CH:9][C:6]=1[CH2:7][NH2:8]. The yield is 0.970. (5) The reactants are [F:1][CH:2]([F:11])[O:3][C:4]1[C:5]([NH2:10])=[N:6][CH:7]=[CH:8][CH:9]=1.[Br:12]N1C(=O)CCC1=O. The catalyst is C(#N)C. The product is [Br:12][C:8]1[CH:9]=[C:4]([O:3][CH:2]([F:1])[F:11])[C:5]([NH2:10])=[N:6][CH:7]=1. The yield is 0.930. (6) The reactants are [CH2:1]([OH:4])[CH2:2][OH:3].CC(C)([O-])C.[K+].[C:11]([N:15]1[C:20](=[O:21])[C:19]([Cl:22])=[C:18]([O:23][CH2:24][C:25]2[CH:34]=[CH:33][C:28]([C:29](OC)=[O:30])=[CH:27][CH:26]=2)[CH:17]=[N:16]1)([CH3:14])([CH3:13])[CH3:12]. The catalyst is O1CCCC1.O. The product is [C:11]([N:15]1[C:20](=[O:21])[C:19]([Cl:22])=[C:18]([O:23][CH2:24][C:25]2[CH:26]=[CH:27][C:28]([C:29]([O:3][CH2:2][CH2:1][OH:4])=[O:30])=[CH:33][CH:34]=2)[CH:17]=[N:16]1)([CH3:14])([CH3:12])[CH3:13]. The yield is 0.0530. (7) The reactants are [NH:1]1[C:9]2[C:4](=[CH:5][CH:6]=[CH:7][CH:8]=2)[CH:3]=[CH:2]1.BrC1C=CC=C2C=1NC=C2.C([N:27]1[CH2:32][CH2:31][NH:30][CH2:29][CH2:28]1)(OC(C)(C)C)=O.C(O)(C(F)(F)F)=O. The catalyst is C(Cl)Cl. The product is [N:27]1([C:8]2[CH:7]=[CH:6][CH:5]=[C:4]3[C:9]=2[NH:1][CH:2]=[CH:3]3)[CH2:32][CH2:31][NH:30][CH2:29][CH2:28]1. The yield is 0.540. (8) The reactants are [N+:1]([C:4]1[CH:9]=[CH:8][CH:7]=[CH:6][C:5]=1[OH:10])([O-:3])=[O:2].C(O[C@@H](CCN[C:38]([O:40][CH2:41][C:42]1[CH:47]=[CH:46][CH:45]=[CH:44][CH:43]=1)=[O:39])C(=O)OC1C(F)=C(F)C(F)=C(F)C=1F)(=O)C1C=CC=CC=1.CCN(C(C)C)C(C)C. The catalyst is CN(C=O)C. The product is [C:38]([O:10][C:5]1[CH:6]=[CH:7][CH:8]=[CH:9][C:4]=1[N+:1]([O-:3])=[O:2])([O:40][CH2:41][C:42]1[CH:47]=[CH:46][CH:45]=[CH:44][CH:43]=1)=[O:39]. The yield is 0.263. (9) The reactants are Br[C:2]1[CH:7]=[CH:6][C:5]([F:8])=[CH:4][C:3]=1[NH:9][C:10](=[O:21])[O:11][CH:12]1[CH2:18][CH:17]2[N:19]([CH3:20])[CH:14]([CH2:15][CH2:16]2)[CH2:13]1.[Cl:22][C:23]1[CH:24]=[C:25](B(O)O)[CH:26]=[CH:27][CH:28]=1.C([O-])([O-])=O.[K+].[K+].CCN(C(N1N=NN(C2C(Cl)=CC=CC=2)C1=O)=O)C1CCCCC1. The catalyst is COCCOC.CCO.O.C1C=CC(P(C2C=CC=CC=2)C2C=CC=CC=2)=CC=1.[Pd]. The product is [Cl:22][C:23]1[CH:28]=[C:27]([C:2]2[CH:7]=[CH:6][C:5]([F:8])=[CH:4][C:3]=2[NH:9][C:10](=[O:21])[O:11][CH:12]2[CH2:18][CH:17]3[N:19]([CH3:20])[CH:14]([CH2:15][CH2:16]3)[CH2:13]2)[CH:26]=[CH:25][CH:24]=1. The yield is 0.430.